From a dataset of Peptide-MHC class II binding affinity with 134,281 pairs from IEDB. Regression. Given a peptide amino acid sequence and an MHC pseudo amino acid sequence, predict their binding affinity value. This is MHC class II binding data. (1) The peptide sequence is GELQLVDKIDAAFKI. The MHC is DRB4_0101 with pseudo-sequence DRB4_0103. The binding affinity (normalized) is 0.682. (2) The MHC is DRB1_1101 with pseudo-sequence DRB1_1101. The binding affinity (normalized) is 0.644. The peptide sequence is VNVQTKPSLFKVRNG. (3) The peptide sequence is AATGAATAATGGYKV. The MHC is DRB4_0101 with pseudo-sequence DRB4_0103. The binding affinity (normalized) is 0.0614. (4) The peptide sequence is SSVITLNTNAELYNQ. The MHC is DRB1_1101 with pseudo-sequence DRB1_1101. The binding affinity (normalized) is 0.204. (5) The peptide sequence is AGIMIFDPYGATISA. The MHC is HLA-DPA10201-DPB10501 with pseudo-sequence HLA-DPA10201-DPB10501. The binding affinity (normalized) is 0. (6) The peptide sequence is AASVLLTLVALAGYA. The MHC is HLA-DQA10101-DQB10501 with pseudo-sequence HLA-DQA10101-DQB10501. The binding affinity (normalized) is 0.569. (7) The peptide sequence is GRSEFAYGSFVRTVS. The MHC is HLA-DPA10201-DPB10501 with pseudo-sequence HLA-DPA10201-DPB10501. The binding affinity (normalized) is 0.522. (8) The peptide sequence is DRYSVDADLQLGELI. The MHC is DRB1_1301 with pseudo-sequence DRB1_1301. The binding affinity (normalized) is 0. (9) The MHC is DRB1_0301 with pseudo-sequence DRB1_0301. The binding affinity (normalized) is 0.228. The peptide sequence is GSMAKKGDEQKLRSA. (10) The peptide sequence is ILNTWLVKPGAGIMI. The MHC is DRB1_1302 with pseudo-sequence DRB1_1302. The binding affinity (normalized) is 0.195.